From a dataset of Full USPTO retrosynthesis dataset with 1.9M reactions from patents (1976-2016). Predict the reactants needed to synthesize the given product. Given the product [CH2:14]([O:16][C:17](=[O:28])[C:18](=[CH:24][NH:13][C:12]1[N:8]([CH2:1][C:2]2[CH:3]=[CH:4][CH:5]=[CH:6][CH:7]=2)[N:9]=[CH:10][CH:11]=1)[C:19]([O:21][CH2:22][CH3:23])=[O:20])[CH3:15], predict the reactants needed to synthesize it. The reactants are: [CH2:1]([N:8]1[C:12]([NH2:13])=[CH:11][CH:10]=[N:9]1)[C:2]1[CH:7]=[CH:6][CH:5]=[CH:4][CH:3]=1.[CH2:14]([O:16][C:17](=[O:28])[C:18](=[CH:24]OCC)[C:19]([O:21][CH2:22][CH3:23])=[O:20])[CH3:15].